This data is from Forward reaction prediction with 1.9M reactions from USPTO patents (1976-2016). The task is: Predict the product of the given reaction. Given the reactants [CH:1](=O)[CH3:2].[NH2:4][C:5]1[CH:6]=[C:7]([CH:17]=[CH:18][CH:19]=1)[CH2:8][NH:9][C:10](=[O:16])[O:11][C:12]([CH3:15])([CH3:14])[CH3:13].[BH3-]C#N.[Na+].[CH3:24][C:25](O)=O, predict the reaction product. The product is: [CH2:24]([N:4]([CH2:1][CH3:2])[C:5]1[CH:6]=[C:7]([CH:17]=[CH:18][CH:19]=1)[CH2:8][NH:9][C:10](=[O:16])[O:11][C:12]([CH3:15])([CH3:14])[CH3:13])[CH3:25].